From a dataset of Forward reaction prediction with 1.9M reactions from USPTO patents (1976-2016). Predict the product of the given reaction. (1) Given the reactants [CH2:1]([O:3][C:4]([C:6]1[N:7]=[C:8]2[N:14]([C:15](=[O:25])[C:16]=1[O:17][CH2:18][C:19]1[CH:24]=[CH:23][CH:22]=[CH:21][CH:20]=1)[CH2:13][CH:12]1[CH2:26][CH2:27][C:9]2([O:28][CH2:29][CH2:30][OH:31])[CH2:10][CH2:11]1)=[O:5])C.[H-].[Na+].[CH3:34]I, predict the reaction product. The product is: [CH3:1][O:3][C:4]([C:6]1[N:7]=[C:8]2[N:14]([C:15](=[O:25])[C:16]=1[O:17][CH2:18][C:19]1[CH:24]=[CH:23][CH:22]=[CH:21][CH:20]=1)[CH2:13][CH:12]1[CH2:26][CH2:27][C:9]2([O:28][CH2:29][CH2:30][O:31][CH3:34])[CH2:10][CH2:11]1)=[O:5]. (2) Given the reactants [CH3:1][N+](C)=CCl.[Cl-].P(Cl)(Cl)(Cl)=O.[CH3:12][S:13][CH2:14][C:15]1[CH:19]=[CH:18][O:17][CH:16]=1.[OH-:20].[Na+], predict the reaction product. The product is: [CH3:12][S:13][CH2:14][C:15]1[CH:19]=[CH:18][O:17][C:16]=1[CH:1]=[O:20]. (3) Given the reactants [Cl:1][C:2]1[N:3](CC2C=CC(OC)=CC=2)[CH:4]=[C:5]2[C:10]=1[C:9](=[O:11])[N:8]([CH3:12])[C:7](=[O:13])[N:6]2[CH2:14][CH:15]([CH3:17])[CH3:16].C(O)(C(F)(F)F)=O.C(S(O)(=O)=O)(F)(F)F.C([O-])(O)=O.[Na+], predict the reaction product. The product is: [Cl:1][C:2]1[NH:3][CH:4]=[C:5]2[C:10]=1[C:9](=[O:11])[N:8]([CH3:12])[C:7](=[O:13])[N:6]2[CH2:14][CH:15]([CH3:17])[CH3:16]. (4) The product is: [Br:29][C:17]1[C:18]([NH2:21])=[N:19][CH:20]=[C:15]([CH:11]2[CH2:12][CH2:13][CH2:14][CH:9]([O:8][Si:1]([C:4]([CH3:7])([CH3:5])[CH3:6])([CH3:3])[CH3:2])[CH2:10]2)[N:16]=1. Given the reactants [Si:1]([O:8][C@H:9]1[CH2:14][CH2:13][CH2:12][C@@H:11]([C:15]2[N:16]=[CH:17][C:18]([NH2:21])=[N:19][CH:20]=2)[CH2:10]1)([C:4]([CH3:7])([CH3:6])[CH3:5])([CH3:3])[CH3:2].C1C(=O)N([Br:29])C(=O)C1, predict the reaction product. (5) Given the reactants [CH3:1][O:2][C:3]1[CH:4]=[C:5]([CH:24]=[CH:25][C:26]=1[O:27][CH3:28])[CH2:6][NH:7][C:8]1[N:13]2[N:14]=[C:15]([C:17]3[O:18][CH:19]=[CH:20][CH:21]=3)[N:16]=[C:12]2[CH:11]=[C:10]([CH2:22][OH:23])[N:9]=1.[N:29]1[CH:34]=[CH:33][CH:32]=[C:31](O)[CH:30]=1.C(C=P(CCCC)(CCCC)CCCC)#N.C(=O)(O)[O-].[Na+], predict the reaction product. The product is: [CH3:1][O:2][C:3]1[CH:4]=[C:5]([CH:24]=[CH:25][C:26]=1[O:27][CH3:28])[CH2:6][NH:7][C:8]1[N:13]2[N:14]=[C:15]([C:17]3[O:18][CH:19]=[CH:20][CH:21]=3)[N:16]=[C:12]2[CH:11]=[C:10]([CH2:22][O:23][C:31]2[CH:30]=[N:29][CH:34]=[CH:33][CH:32]=2)[N:9]=1.